Dataset: Forward reaction prediction with 1.9M reactions from USPTO patents (1976-2016). Task: Predict the product of the given reaction. (1) Given the reactants C(OC([N:8]1[CH2:13][CH2:12][N:11]([C:14]2[CH:15]=[N:16][C:17]([NH:20][C:21]3[N:22]=[CH:23][C:24]4[CH:30]=[C:29]([O:31][CH2:32][CH:33]([CH3:35])[CH3:34])[C:28](=[O:36])[N:27]([CH:37]5[CH2:41][CH2:40][CH2:39][CH2:38]5)[C:25]=4[N:26]=3)=[CH:18][CH:19]=2)[CH2:10][CH2:9]1)=O)(C)(C)C.C(Cl)(Cl)[Cl:43], predict the reaction product. The product is: [ClH:43].[CH:37]1([N:27]2[C:25]3[N:26]=[C:21]([NH:20][C:17]4[CH:18]=[CH:19][C:14]([N:11]5[CH2:10][CH2:9][NH:8][CH2:13][CH2:12]5)=[CH:15][N:16]=4)[N:22]=[CH:23][C:24]=3[CH:30]=[C:29]([O:31][CH2:32][CH:33]([CH3:34])[CH3:35])[C:28]2=[O:36])[CH2:41][CH2:40][CH2:39][CH2:38]1. (2) The product is: [C:20]([NH:4][C:5]1[C:6]([C:10]#[N:11])=[CH:7][NH:8][N:9]=1)([C:21]1[CH:26]=[CH:25][CH:24]=[CH:23][CH:22]=1)([C:33]1[CH:34]=[CH:35][CH:36]=[CH:37][CH:38]=1)[C:27]1[CH:28]=[CH:29][CH:30]=[CH:31][CH:32]=1. Given the reactants C(#N)C.[NH2:4][C:5]1[NH:9][N:8]=[CH:7][C:6]=1[C:10]#[N:11].C(N(CC)CC)C.Br[C:20]([C:33]1[CH:38]=[CH:37][CH:36]=[CH:35][CH:34]=1)([C:27]1[CH:32]=[CH:31][CH:30]=[CH:29][CH:28]=1)[C:21]1[CH:26]=[CH:25][CH:24]=[CH:23][CH:22]=1, predict the reaction product. (3) Given the reactants [NH2:1][CH2:2][CH2:3][CH2:4][O:5][C:6]1[C:11]([C:12]([NH2:14])=[O:13])=[C:10]([S:15][CH3:16])[N:9]=[C:8]([S:17][CH2:18][CH3:19])[N:7]=1.[CH3:20][C:21]([O:24][C:25](O[C:25]([O:24][C:21]([CH3:23])([CH3:22])[CH3:20])=[O:26])=[O:26])([CH3:23])[CH3:22], predict the reaction product. The product is: [C:12]([C:11]1[C:6]([O:5][CH2:4][CH2:3][CH2:2][NH:1][C:25](=[O:26])[O:24][C:21]([CH3:23])([CH3:22])[CH3:20])=[N:7][C:8]([S:17][CH2:18][CH3:19])=[N:9][C:10]=1[S:15][CH3:16])(=[O:13])[NH2:14]. (4) Given the reactants [CH3:1][C:2]1([CH3:16])[O:15][C:6]2=[C:7]([CH3:14])[N:8]=[CH:9][C:10]([CH2:11][CH2:12][NH2:13])=[C:5]2[CH2:4][O:3]1.[C:17]([C:19]1[CH:27]=[CH:26][C:22]([C:23](O)=[O:24])=[CH:21][CH:20]=1)#[N:18], predict the reaction product. The product is: [C:17]([C:19]1[CH:27]=[CH:26][C:22]([C:23]([NH:13][CH2:12][CH2:11][C:10]2[CH:9]=[N:8][C:7]([CH3:14])=[C:6]3[O:15][C:2]([CH3:16])([CH3:1])[O:3][CH2:4][C:5]=23)=[O:24])=[CH:21][CH:20]=1)#[N:18]. (5) Given the reactants C([O-])([O-])=O.[K+].[K+].Cl.[C:8]([NH2:11])(=[NH:10])[CH3:9].[C:12]([N:19]1[CH2:24][CH2:23][CH:22]([C:25](OCC)=[O:26])[C:21](=O)[CH2:20]1)([O:14][C:15]([CH3:18])([CH3:17])[CH3:16])=[O:13].[Al], predict the reaction product. The product is: [OH:26][C:25]1[C:22]2[CH2:23][CH2:24][N:19]([C:12]([O:14][C:15]([CH3:18])([CH3:17])[CH3:16])=[O:13])[CH2:20][C:21]=2[N:10]=[C:8]([CH3:9])[N:11]=1. (6) Given the reactants [NH:1]1[C:5]2=[N:6][CH:7]=[CH:8][CH:9]=[C:4]2[CH:3]=[CH:2]1.C([O-])(O)=[O:11].[Na+].OOS([O-])=O.[K+], predict the reaction product. The product is: [NH:1]1[C:5]2=[N+:6]([O-:11])[CH:7]=[CH:8][CH:9]=[C:4]2[CH:3]=[CH:2]1. (7) Given the reactants Br[C:2]1[CH:3]=[C:4]([CH:15]=[CH:16][C:17]=1[C:18]#[N:19])[C:5]([O:7][CH2:8][C:9]1[CH:14]=[CH:13][CH:12]=[CH:11][CH:10]=1)=[O:6].CC([N:24]([C@H:28]1[CH2:33][CH2:32][C@H:31]([NH2:34])[CH2:30][CH2:29]1)[C:25](=[O:27])[O-:26])(C)C.C(=O)([O-])[O-].[Cs+].[Cs+].[CH3:41][C:42]1(C)[C:68]2C(=C(P(C3C=CC=CC=3)C3C=CC=CC=3)C=CC=2)OC2C(P(C3C=CC=CC=3)C3C=CC=CC=3)=CC=C[C:43]1=2, predict the reaction product. The product is: [C:18]([C:17]1[CH:16]=[CH:15][C:4]([C:5]([O:7][CH2:8][C:9]2[CH:14]=[CH:13][CH:12]=[CH:11][CH:10]=2)=[O:6])=[CH:3][C:2]=1[NH:34][C@H:31]1[CH2:30][CH2:29][C@H:28]([NH:24][C:25]([O:26][C:42]([CH3:68])([CH3:43])[CH3:41])=[O:27])[CH2:33][CH2:32]1)#[N:19].